Predict the reactants needed to synthesize the given product. From a dataset of Retrosynthesis with 50K atom-mapped reactions and 10 reaction types from USPTO. (1) Given the product OCCc1cc2ccccc2n1-c1ccc(OCc2ccccc2)cc1, predict the reactants needed to synthesize it. The reactants are: CC(C)(C)[Si](C)(C)OCCc1cc2ccccc2n1-c1ccc(OCc2ccccc2)cc1. (2) Given the product COc1cnc(Cl)c(N(C)c2ccnc(Nc3cc(N4CCOCC4)cc(N4CCOCC4)c3)n2)c1, predict the reactants needed to synthesize it. The reactants are: COc1cnc(Cl)c(N(C)c2ccnc(Cl)n2)c1.Nc1cc(N2CCOCC2)cc(N2CCOCC2)c1.